This data is from Full USPTO retrosynthesis dataset with 1.9M reactions from patents (1976-2016). The task is: Predict the reactants needed to synthesize the given product. (1) Given the product [CH2:1]([O:8][C:9]1[C:28]([Cl:29])=[CH:27][C:12]([C:13]([NH:15][C:16]2[CH:21]=[CH:20][CH:19]=[CH:18][C:17]=2[O:22][CH2:23][CH2:24][CH2:25][Cl:35])=[O:14])=[CH:11][C:10]=1[Cl:30])[C:2]1[CH:7]=[CH:6][CH:5]=[CH:4][CH:3]=1, predict the reactants needed to synthesize it. The reactants are: [CH2:1]([O:8][C:9]1[C:28]([Cl:29])=[CH:27][C:12]([C:13]([NH:15][C:16]2[CH:21]=[CH:20][CH:19]=[CH:18][C:17]=2[O:22][CH2:23][CH2:24][CH2:25]O)=[O:14])=[CH:11][C:10]=1[Cl:30])[C:2]1[CH:7]=[CH:6][CH:5]=[CH:4][CH:3]=1.CS([Cl:35])(=O)=O.O. (2) Given the product [Cl:12][C:8]1[CH:7]=[C:6]2[C:11]([C:3]([CH:2]([F:1])[F:30])=[CH:4][N:5]2[S:13]([C:16]2[CH:21]=[CH:20][C:19]([O:22][CH3:23])=[C:18]([N:24]3[CH2:29][CH2:28][N:27]([CH2:35][C:36]([CH3:39])([CH3:38])[CH3:37])[CH2:26][CH2:25]3)[CH:17]=2)(=[O:15])=[O:14])=[CH:10][CH:9]=1, predict the reactants needed to synthesize it. The reactants are: [F:1][CH:2]([F:30])[C:3]1[C:11]2[C:6](=[CH:7][C:8]([Cl:12])=[CH:9][CH:10]=2)[N:5]([S:13]([C:16]2[CH:21]=[CH:20][C:19]([O:22][CH3:23])=[C:18]([N:24]3[CH2:29][CH2:28][NH:27][CH2:26][CH2:25]3)[CH:17]=2)(=[O:15])=[O:14])[CH:4]=1.C([BH3-])#N.[Na+].[CH:35](=O)[C:36]([CH3:39])([CH3:38])[CH3:37]. (3) Given the product [NH2:1][C:2]1[CH:3]=[C:4]([CH:15]=[CH:16][C:17]=1[F:18])[O:5][C:6]1[CH:7]=[CH:8][C:9]([C:12]([NH:32][CH3:30])=[O:14])=[N:10][CH:11]=1, predict the reactants needed to synthesize it. The reactants are: [NH2:1][C:2]1[CH:3]=[C:4]([CH:15]=[CH:16][C:17]=1[F:18])[O:5][C:6]1[CH:7]=[CH:8][C:9]([C:12]([OH:14])=O)=[N:10][CH:11]=1.CN.C1COCC1.C1C=CC2N(O)N=[N:32][C:30]=2C=1.Cl.C(N=C=NCCCN(C)C)C. (4) Given the product [C:29]([O:33][C:34]([NH:36][C@H:37]([C:38]([O:40][CH2:14][O:13][C:12](=[O:16])[N:11]([C:9]1[N:10]=[C:5]2[CH:4]=[CH:3][C:2]([Cl:1])=[CH:7][N:6]2[N:8]=1)[C:17]1[CH:22]=[CH:21][C:20]([S:23]([CH3:26])(=[O:24])=[O:25])=[CH:19][C:18]=1[O:27][CH3:28])=[O:39])[CH:41]([CH3:42])[CH3:43])=[O:35])([CH3:30])([CH3:32])[CH3:31], predict the reactants needed to synthesize it. The reactants are: [Cl:1][C:2]1[CH:3]=[CH:4][C:5]2[N:6]([N:8]=[C:9]([N:11]([C:17]3[CH:22]=[CH:21][C:20]([S:23]([CH3:26])(=[O:25])=[O:24])=[CH:19][C:18]=3[O:27][CH3:28])[C:12](=[O:16])[O:13][CH2:14]Cl)[N:10]=2)[CH:7]=1.[C:29]([O:33][C:34]([NH:36][C@@H:37]([CH:41]([CH3:43])[CH3:42])[C:38]([O-:40])=[O:39])=[O:35])([CH3:32])([CH3:31])[CH3:30].[Cs+].O. (5) Given the product [CH3:13][O:12][C:9]1[CH:10]=[C:11]2[C:6](=[CH:7][C:8]=1[O:14][CH2:15][CH:20]1[CH2:19][CH2:22][N:23]([CH3:28])[CH2:24][CH2:25]1)[N:5]=[CH:4][N:3]=[C:2]2[O:33][C:30]1[CH:31]=[CH:32][C:27]2[O:26][CH2:25][CH2:24][N:23]([CH3:22])[C:28]=2[CH:29]=1, predict the reactants needed to synthesize it. The reactants are: Cl[C:2]1[C:11]2[C:6](=[CH:7][C:8]([O:14][CH:15]3[CH2:20][CH2:19]N(C)CC3)=[C:9]([O:12][CH3:13])[CH:10]=2)[N:5]=[CH:4][N:3]=1.[CH3:22][N:23]1[C:28]2[CH:29]=[C:30]([OH:33])[CH:31]=[CH:32][C:27]=2[O:26][CH2:25][CH2:24]1. (6) Given the product [NH2:30][C:3]1[C:4]2[N:25]=[C:24]([CH2:26][CH2:27][CH3:28])[S:23][C:5]=2[C:6]2[CH:7]=[CH:8][C:9]([O:12][CH2:13][CH2:14][NH:15][C:16](=[O:22])[O:17][C:18]([CH3:21])([CH3:20])[CH3:19])=[CH:10][C:11]=2[N:2]=1, predict the reactants needed to synthesize it. The reactants are: [O-][N+:2]1[C:11]2[CH:10]=[C:9]([O:12][CH2:13][CH2:14][NH:15][C:16](=[O:22])[O:17][C:18]([CH3:21])([CH3:20])[CH3:19])[CH:8]=[CH:7][C:6]=2[C:5]2[S:23][C:24]([CH2:26][CH2:27][CH3:28])=[N:25][C:4]=2[CH:3]=1.[OH-].[NH4+:30].C1(C)C=CC(S(Cl)(=O)=O)=CC=1. (7) Given the product [CH3:29][O:25][C:24](=[O:26])[C:23]([CH3:28])([CH3:27])[CH2:22][CH2:21][CH2:20][C:7]1[CH:6]=[CH:5][C:4]2[C:9](=[CH:10][C:11]([N:12]3[CH2:16][C:15](=[O:17])[NH:14][S:13]3(=[O:19])=[O:18])=[C:2]([OH:1])[CH:3]=2)[CH:8]=1, predict the reactants needed to synthesize it. The reactants are: [OH:1][C:2]1[CH:3]=[C:4]2[C:9](=[CH:10][C:11]=1[N:12]1[CH2:16][C:15](=[O:17])[NH:14][S:13]1(=[O:19])=[O:18])[CH:8]=[C:7]([CH2:20][CH2:21][CH2:22][C:23]([CH3:28])([CH3:27])[C:24]([OH:26])=[O:25])[CH:6]=[CH:5]2.[CH3:29]CN(C(C)C)C(C)C.C[Si](C=[N+]=[N-])(C)C.